From a dataset of Merck oncology drug combination screen with 23,052 pairs across 39 cell lines. Regression. Given two drug SMILES strings and cell line genomic features, predict the synergy score measuring deviation from expected non-interaction effect. Drug 1: CCC1=CC2CN(C1)Cc1c([nH]c3ccccc13)C(C(=O)OC)(c1cc3c(cc1OC)N(C)C1C(O)(C(=O)OC)C(OC(C)=O)C4(CC)C=CCN5CCC31C54)C2. Cell line: RPMI7951. Synergy scores: synergy=-12.1. Drug 2: O=C(CCCCCCC(=O)Nc1ccccc1)NO.